This data is from Peptide-MHC class II binding affinity with 134,281 pairs from IEDB. The task is: Regression. Given a peptide amino acid sequence and an MHC pseudo amino acid sequence, predict their binding affinity value. This is MHC class II binding data. (1) The peptide sequence is GQQRVFKEKVDTRAK. The MHC is HLA-DQA10201-DQB10402 with pseudo-sequence HLA-DQA10201-DQB10402. The binding affinity (normalized) is 0.189. (2) The peptide sequence is CFKYILIQAGFDQRL. The MHC is H-2-IAb with pseudo-sequence H-2-IAb. The binding affinity (normalized) is 0. (3) The peptide sequence is ASRENSGGGVEGIGL. The MHC is HLA-DQA10102-DQB10501 with pseudo-sequence HLA-DQA10102-DQB10501. The binding affinity (normalized) is 0. (4) The peptide sequence is DAAFKIAATAANAAP. The binding affinity (normalized) is 0.205. The MHC is HLA-DQA10101-DQB10501 with pseudo-sequence HLA-DQA10101-DQB10501. (5) The peptide sequence is YKFIPSLEAAVKQAY. The MHC is HLA-DPA10301-DPB10402 with pseudo-sequence HLA-DPA10301-DPB10402. The binding affinity (normalized) is 0.183. (6) The peptide sequence is EGRKVAIKGPLRISA. The MHC is DRB1_0701 with pseudo-sequence DRB1_0701. The binding affinity (normalized) is 0.357. (7) The peptide sequence is YDKFLANVSHVLTGK. The MHC is DRB1_1001 with pseudo-sequence DRB1_1001. The binding affinity (normalized) is 0.613. (8) The peptide sequence is SQDLELSWNDNGLQAY. The MHC is HLA-DQA10101-DQB10501 with pseudo-sequence HLA-DQA10101-DQB10501. The binding affinity (normalized) is 0.542. (9) The peptide sequence is VFTEIDSQDVDKS. The MHC is HLA-DPA10301-DPB10402 with pseudo-sequence HLA-DPA10301-DPB10402. The binding affinity (normalized) is 0.0250.